Dataset: Full USPTO retrosynthesis dataset with 1.9M reactions from patents (1976-2016). Task: Predict the reactants needed to synthesize the given product. (1) The reactants are: [CH3:1][C:2]1[CH:3]=[C:4]([NH:8][C:9]2[CH:14]=[CH:13][CH:12]=[CH:11][C:10]=2[N+:15]([O-])=O)[CH:5]=[CH:6][CH:7]=1. Given the product [CH3:1][C:2]1[CH:3]=[C:4]([NH:8][C:9]2[C:10]([NH2:15])=[CH:11][CH:12]=[CH:13][CH:14]=2)[CH:5]=[CH:6][CH:7]=1, predict the reactants needed to synthesize it. (2) Given the product [CH3:1][C:2]([CH3:8])([CH2:6][CH3:7])[C:3]([O:9][CH2:10][CH2:11][CH2:12][CH2:13][CH2:14][C:15]([O:17][CH2:18][C:19]1[CH:24]=[CH:23][CH:22]=[CH:21][CH:20]=1)=[O:16])=[O:4], predict the reactants needed to synthesize it. The reactants are: [CH3:1][C:2]([CH3:8])([CH2:6][CH3:7])[C:3](Cl)=[O:4].[OH:9][CH2:10][CH2:11][CH2:12][CH2:13][CH2:14][C:15]([O:17][CH2:18][C:19]1[CH:24]=[CH:23][CH:22]=[CH:21][CH:20]=1)=[O:16].